Dataset: NCI-60 drug combinations with 297,098 pairs across 59 cell lines. Task: Regression. Given two drug SMILES strings and cell line genomic features, predict the synergy score measuring deviation from expected non-interaction effect. Drug 1: CS(=O)(=O)CCNCC1=CC=C(O1)C2=CC3=C(C=C2)N=CN=C3NC4=CC(=C(C=C4)OCC5=CC(=CC=C5)F)Cl. Drug 2: C(CCl)NC(=O)N(CCCl)N=O. Cell line: KM12. Synergy scores: CSS=10.8, Synergy_ZIP=-0.242, Synergy_Bliss=0.884, Synergy_Loewe=4.92, Synergy_HSA=2.98.